Dataset: Catalyst prediction with 721,799 reactions and 888 catalyst types from USPTO. Task: Predict which catalyst facilitates the given reaction. The catalyst class is: 3. Reactant: C1(C)C=CC(S(O)(=O)=O)=CC=1.C(OC(=O)[CH2:17][NH:18][CH3:19])C=C.C1C=NC2N([OH:30])N=NC=2C=1.C[N:32]([C:34]([O:38]N1N=NC2C=CC=NC1=2)=[N+:35]([CH3:37])[CH3:36])C.F[P-](F)(F)(F)(F)F.CC[N:57]([CH:61](C)C)C(C)C. Product: [CH3:37][N:35]([C:34]([N:32]=[N:57][C:61]([N:18]([CH3:17])[CH3:19])=[O:30])=[O:38])[CH3:36].